Dataset: Full USPTO retrosynthesis dataset with 1.9M reactions from patents (1976-2016). Task: Predict the reactants needed to synthesize the given product. The reactants are: O=P(Cl)(Cl)Cl.[Cl:6][C:7]1[CH:15]=[CH:14][C:10]([C:11]([NH2:13])=O)=[C:9]([O:16][CH2:17][CH:18]([F:20])[F:19])[N:8]=1.[OH-].[Na+]. Given the product [Cl:6][C:7]1[CH:15]=[CH:14][C:10]([C:11]#[N:13])=[C:9]([O:16][CH2:17][CH:18]([F:19])[F:20])[N:8]=1, predict the reactants needed to synthesize it.